From a dataset of Forward reaction prediction with 1.9M reactions from USPTO patents (1976-2016). Predict the product of the given reaction. (1) Given the reactants I[CH2:2][CH2:3][CH2:4][CH3:5].[CH2:6]([S:10]([O:13][C:14]1[CH:19]=[CH:18][C:17]([CH2:20][CH2:21][CH2:22][C:23]2[CH:28]=[CH:27][C:26]([CH2:29][CH2:30][C:31]([O:33][CH3:34])=[O:32])=[C:25]([OH:35])[CH:24]=2)=[CH:16][C:15]=1[O:36][CH3:37])(=[O:12])=[O:11])[CH2:7][CH2:8][CH3:9].C(=O)([O-])[O-].[K+].[K+].O, predict the reaction product. The product is: [CH2:6]([S:10]([O:13][C:14]1[CH:19]=[CH:18][C:17]([CH2:20][CH2:21][CH2:22][C:23]2[CH:28]=[CH:27][C:26]([CH2:29][CH2:30][C:31]([O:33][CH3:34])=[O:32])=[C:25]([O:35][CH2:2][CH2:3][CH2:4][CH3:5])[CH:24]=2)=[CH:16][C:15]=1[O:36][CH3:37])(=[O:12])=[O:11])[CH2:7][CH2:8][CH3:9]. (2) Given the reactants [S:1]1[CH:5]=[C:4]([C:6]2[CH:7]=[C:8]3[C:13](=[C:14]([O:16]COCC[Si](C)(C)C)[CH:15]=2)[N:12]=[CH:11][N:10](COCC[Si](C)(C)C)[C:9]3=[O:33])[CH:3]=[N:2]1, predict the reaction product. The product is: [OH:16][C:14]1[CH:15]=[C:6]([C:4]2[CH:3]=[N:2][S:1][CH:5]=2)[CH:7]=[C:8]2[C:13]=1[N:12]=[CH:11][NH:10][C:9]2=[O:33]. (3) Given the reactants Cl[C:2]1[CH:7]=[C:6]([NH:8][CH:9]2[CH2:18][C:17]3[CH:16]=[C:15]([C:19]([O:21][CH3:22])=[O:20])[CH:14]=[CH:13][C:12]=3[CH2:11][CH2:10]2)[CH:5]=[CH:4][N:3]=1, predict the reaction product. The product is: [N:3]1[CH:4]=[CH:5][C:6]([NH:8][CH:9]2[CH2:18][C:17]3[CH:16]=[C:15]([C:19]([O:21][CH3:22])=[O:20])[CH:14]=[CH:13][C:12]=3[CH2:11][CH2:10]2)=[CH:7][CH:2]=1. (4) Given the reactants [Br-].[CH2:2]1[CH2:19][N:18]2[C:5]3[C:6]([CH2:15][CH2:16][CH2:17]2)=[C:7]2[O:14][C:12](=[O:13])[CH:11]=[CH:10][C:8]2=[CH:9][C:4]=3[CH2:3]1.[C:20]([C:23]1[CH:28]=[CH:27][C:26](B(O)O)=[CH:25][CH:24]=1)(=[O:22])[CH3:21], predict the reaction product. The product is: [C:20]([C:23]1[CH:28]=[CH:27][C:26]([C:11]2[C:12](=[O:13])[O:14][C:7]3[C:8]([CH:10]=2)=[CH:9][C:4]2[CH2:3][CH2:2][CH2:19][N:18]4[CH2:17][CH2:16][CH2:15][C:6]=3[C:5]=24)=[CH:25][CH:24]=1)(=[O:22])[CH3:21]. (5) Given the reactants [C:1]([O:5][C:6](=[O:17])[NH:7][C:8]1[C:13]([CH:14]=[O:15])=[CH:12][CH:11]=[C:10](Cl)[N:9]=1)([CH3:4])([CH3:3])[CH3:2].[CH3:18][O-:19].[Na+], predict the reaction product. The product is: [C:1]([O:5][C:6](=[O:17])[NH:7][C:8]1[C:13]([CH:14]=[O:15])=[CH:12][CH:11]=[C:10]([O:19][CH3:18])[N:9]=1)([CH3:4])([CH3:3])[CH3:2]. (6) Given the reactants Cl[C:2]1[N:10]=[C:9]([Cl:11])[C:8]([CH:12]2[CH2:14][CH2:13]2)=[CH:7][C:3]=1[C:4]([NH2:6])=[O:5].[OH:15][CH2:16][CH2:17][CH2:18][C:19](=[O:21])[CH3:20].[H-].[Na+], predict the reaction product. The product is: [Cl:11][C:9]1[C:8]([CH:12]2[CH2:14][CH2:13]2)=[CH:7][C:3]([C:4]([NH2:6])=[O:5])=[C:2]([O:15][CH2:16][CH2:17][CH2:18][C:19](=[O:21])[CH3:20])[N:10]=1.